Dataset: Reaction yield outcomes from USPTO patents with 853,638 reactions. Task: Predict the reaction yield, written as a fraction of the theoretical maximum amount of product (1.0 means a 100% yield; for example, 0.34 means a 34% yield). (1) The reactants are [CH3:1][C:2]1([CH3:17])[O:15][C:6]2=[N:7][C:8]([C:11]([F:14])([F:13])[F:12])=[CH:9][CH:10]=[C:5]2[C:4](=O)[CH2:3]1.[CH3:18][C:19]([S@:22]([NH2:24])=[O:23])([CH3:21])[CH3:20].[BH4-].[Na+].C(O)(=O)CC(CC(O)=O)(C(O)=O)O. The catalyst is CC1CCCO1.C(O[Ti](OCC)(OCC)OCC)C. The product is [CH3:1][C:2]1([CH3:17])[O:15][C:6]2=[N:7][C:8]([C:11]([F:14])([F:13])[F:12])=[CH:9][CH:10]=[C:5]2[C@H:4]([NH:24][S:22]([C:19]([CH3:21])([CH3:20])[CH3:18])=[O:23])[CH2:3]1. The yield is 0.990. (2) The reactants are [CH:1]1([N:4]2[CH:8]=[C:7]([C:9]3[CH:10]=[C:11]4[C:16](=[CH:17][CH:18]=3)[N:15]([C:19](=[O:21])[CH3:20])[C@@H:14]([CH3:22])[CH2:13][NH:12]4)[CH:6]=[N:5]2)[CH2:3][CH2:2]1.Cl[C:24]1[O:25][C:26]2[CH:32]=[CH:31][CH:30]=[CH:29][C:27]=2[N:28]=1.C1(P(C2C=CC=CC=2)C2C3OC4C(=CC=CC=4P(C4C=CC=CC=4)C4C=CC=CC=4)C(C)(C)C=3C=CC=2)C=CC=CC=1.C(=O)([O-])[O-].[Cs+].[Cs+]. The catalyst is C(O)(C)(C)C.C1C=CC(/C=C/C(/C=C/C2C=CC=CC=2)=O)=CC=1.C1C=CC(/C=C/C(/C=C/C2C=CC=CC=2)=O)=CC=1.C1C=CC(/C=C/C(/C=C/C2C=CC=CC=2)=O)=CC=1.[Pd].[Pd]. The product is [O:25]1[C:26]2[CH:32]=[CH:31][CH:30]=[CH:29][C:27]=2[N:28]=[C:24]1[N:12]1[C:11]2[C:16](=[CH:17][CH:18]=[C:9]([C:7]3[CH:6]=[N:5][N:4]([CH:1]4[CH2:3][CH2:2]4)[CH:8]=3)[CH:10]=2)[N:15]([C:19](=[O:21])[CH3:20])[C@@H:14]([CH3:22])[CH2:13]1. The yield is 0.880. (3) The reactants are [Cl:1][C:2]1[C:7]([N+:8]([O-:10])=[O:9])=[CH:6][CH:5]=[C:4]([Cl:11])[C:3]=1[S:12](Cl)(=[O:14])=[O:13].Cl.[NH2:17][CH2:18][CH:19]1[CH2:21][CH2:20]1.C(N(CC)CC)C. No catalyst specified. The product is [CH:19]1([CH2:18][NH:17][S:12]([C:3]2[C:4]([Cl:11])=[CH:5][CH:6]=[C:7]([N+:8]([O-:10])=[O:9])[C:2]=2[Cl:1])(=[O:14])=[O:13])[CH2:21][CH2:20]1. The yield is 0.840.